From a dataset of Reaction yield outcomes from USPTO patents with 853,638 reactions. Predict the reaction yield, written as a fraction of the theoretical maximum amount of product (1.0 means a 100% yield; for example, 0.34 means a 34% yield). The catalyst is C1COCC1. The reactants are IC.[CH3:3][O:4][C:5]1[C:10]([N+:11]([O-:13])=[O:12])=[CH:9][CH:8]=[C:7]([C:14]2[CH:18]=[N:17][NH:16][N:15]=2)[N:6]=1.[C:19](=O)([O-])[O-].[K+].[K+]. The yield is 0.190. The product is [CH3:3][O:4][C:5]1[C:10]([N+:11]([O-:13])=[O:12])=[CH:9][CH:8]=[C:7]([C:14]2[CH:18]=[N:17][N:16]([CH3:19])[N:15]=2)[N:6]=1.